Predict the product of the given reaction. From a dataset of Forward reaction prediction with 1.9M reactions from USPTO patents (1976-2016). (1) Given the reactants [Cl:1][C:2]1[CH:7]=[CH:6][C:5]([CH2:8]O)=[CH:4][C:3]=1[C:10]1[N:15]=[C:14]([O:16][CH3:17])[N:13]=[C:12]([C:18]2[CH:23]=[CH:22][CH:21]=[CH:20][CH:19]=2)[N:11]=1.C1(P(C2C=CC=CC=2)C2C=CC=CC=2)C=CC=CC=1.C(Br)(Br)(Br)[Br:44], predict the reaction product. The product is: [Br:44][CH2:8][C:5]1[CH:6]=[CH:7][C:2]([Cl:1])=[C:3]([C:10]2[N:15]=[C:14]([O:16][CH3:17])[N:13]=[C:12]([C:18]3[CH:23]=[CH:22][CH:21]=[CH:20][CH:19]=3)[N:11]=2)[CH:4]=1. (2) Given the reactants CN(C(ON1N=NC2C=CC=NC1=2)=[N+](C)C)C.F[P-](F)(F)(F)(F)F.[Cl:25][C:26]1[N:31]=[C:30]([NH2:32])[C:29]([NH2:33])=[CH:28][CH:27]=1.[C:34]([C:42]1[CH:50]=[CH:49][C:45]([C:46](O)=O)=[CH:44][CH:43]=1)(=[O:41])[C:35]1[CH:40]=[CH:39][CH:38]=[CH:37][CH:36]=1.CCN(C(C)C)C(C)C, predict the reaction product. The product is: [Cl:25][C:26]1[N:31]=[C:30]2[NH:32][C:46]([C:45]3[CH:49]=[CH:50][C:42]([C:34]([C:35]4[CH:40]=[CH:39][CH:38]=[CH:37][CH:36]=4)=[O:41])=[CH:43][CH:44]=3)=[N:33][C:29]2=[CH:28][CH:27]=1. (3) Given the reactants [Cl:1][C:2]1[CH:3]=[C:4]([C:10]([F:13])([F:12])[F:11])[CH:5]=[C:6]([Cl:9])[C:7]=1F.[CH:14]([C:16]1[C:24]2[C:19](=[CH:20][CH:21]=[CH:22][CH:23]=2)[NH:18][CH:17]=1)=[O:15].C(=O)([O-])[O-].[K+].[K+], predict the reaction product. The product is: [Cl:1][C:2]1[CH:3]=[C:4]([C:10]([F:13])([F:12])[F:11])[CH:5]=[C:6]([Cl:9])[C:7]=1[N:18]1[C:19]2[C:24](=[CH:23][CH:22]=[CH:21][CH:20]=2)[C:16]([CH:14]=[O:15])=[CH:17]1. (4) The product is: [NH2:10][C:11]1[C:19]([C:20]([NH:22][C@H:23]([C:25]2[N:34]([C:35]3[CH:36]=[CH:37][CH:38]=[CH:39][CH:40]=3)[C:33](=[O:41])[C:32]3[C:27](=[CH:28][CH:29]=[CH:30][C:31]=3[C:2]#[C:1][C:3]3[CH:4]=[N:5][N:6]([CH3:9])[C:7]=3[CH3:8])[N:26]=2)[CH3:24])=[O:21])=[C:14]2[N:15]=[CH:16][CH:17]=[CH:18][N:13]2[N:12]=1. Given the reactants [C:1]([C:3]1[CH:4]=[N:5][N:6]([CH3:9])[C:7]=1[CH3:8])#[CH:2].[NH2:10][C:11]1[C:19]([C:20]([NH:22][C@H:23]([C:25]2[N:34]([C:35]3[CH:40]=[CH:39][CH:38]=[CH:37][CH:36]=3)[C:33](=[O:41])[C:32]3[C:27](=[CH:28][CH:29]=[CH:30][C:31]=3Cl)[N:26]=2)[CH3:24])=[O:21])=[C:14]2[N:15]=[CH:16][CH:17]=[CH:18][N:13]2[N:12]=1.C(=O)([O-])[O-].[Cs+].[Cs+].CC(C1C=C(C(C)C)C(C2C=CC=CC=2P(C2CCCCC2)C2CCCCC2)=C(C(C)C)C=1)C, predict the reaction product. (5) Given the reactants [F:1][C:2]1[CH:24]=[CH:23][CH:22]=[CH:21][C:3]=1[O:4][C:5]1[C:18](=[O:19])[N:17]([CH3:20])[C:8]2[N:9]=[C:10](S(C)(=O)=O)[N:11]=[CH:12][C:7]=2[CH:6]=1.[NH3:25], predict the reaction product. The product is: [NH2:25][C:10]1[N:11]=[CH:12][C:7]2[CH:6]=[C:5]([O:4][C:3]3[CH:21]=[CH:22][CH:23]=[CH:24][C:2]=3[F:1])[C:18](=[O:19])[N:17]([CH3:20])[C:8]=2[N:9]=1. (6) Given the reactants C(N(CC)C(C)C)(C)C.[CH3:10][C:11]1[CH:20]=[CH:19][C:18]2[C:13](=[CH:14][C:15]([F:27])=[CH:16][C:17]=2[N:21]2[CH2:26][CH2:25][NH:24][CH2:23][CH2:22]2)[N:12]=1.CS(O[CH2:33][CH2:34][C:35]1[CH:40]=[CH:39][CH:38]=[C:37]([N+:41]([O-:43])=[O:42])[CH:36]=1)(=O)=O, predict the reaction product. The product is: [F:27][C:15]1[CH:14]=[C:13]2[C:18]([CH:19]=[CH:20][C:11]([CH3:10])=[N:12]2)=[C:17]([N:21]2[CH2:26][CH2:25][N:24]([CH2:33][CH2:34][C:35]3[CH:40]=[CH:39][CH:38]=[C:37]([N+:41]([O-:43])=[O:42])[CH:36]=3)[CH2:23][CH2:22]2)[CH:16]=1. (7) Given the reactants C(OC(=O)[NH:7][C:8]1[C:13]2=[CH:14][N:15]([C:17]3[C:22]([Cl:23])=[CH:21][CH:20]=[CH:19][C:18]=3[Cl:24])[N:16]=[C:12]2[C:11]([Cl:25])=[CH:10][N:9]=1)(C)(C)C.C(O)(C(F)(F)F)=O, predict the reaction product. The product is: [Cl:25][C:11]1[C:12]2[C:13](=[CH:14][N:15]([C:17]3[C:22]([Cl:23])=[CH:21][CH:20]=[CH:19][C:18]=3[Cl:24])[N:16]=2)[C:8]([NH2:7])=[N:9][CH:10]=1. (8) Given the reactants [C:1]([OH:12])(=O)[C:2]1[CH:10]=[C:8]([OH:9])[C:6]([OH:7])=[C:4]([OH:5])[CH:3]=1.Cl.[N+:14]([C:17]1(OCC)[CH:22]=[CH:21][C:20](N)=[CH:19][CH2:18]1)([O-:16])=[O:15].Cl.C[N:29](C)[CH2:30][CH2:31]CN=C=NCC.C(N(CC)CC)C, predict the reaction product. The product is: [OH:9][C:8]1[CH:10]=[C:2]([CH:3]=[C:4]([OH:5])[C:6]=1[OH:7])[C:1]([NH:29][CH2:30][CH2:31][C:20]1[CH:19]=[CH:18][C:17]([N+:14]([O-:16])=[O:15])=[CH:22][CH:21]=1)=[O:12].